Dataset: Forward reaction prediction with 1.9M reactions from USPTO patents (1976-2016). Task: Predict the product of the given reaction. (1) Given the reactants Cl[C:2]1[CH:15]=[CH:14][C:13]2[C:12](=[O:16])[C:11]3[C:6](=[CH:7][CH:8]=[CH:9][CH:10]=3)[C:5](=[O:17])[C:4]=2[CH:3]=1.[S:18]1[C:22]2[CH:23]=[CH:24][CH:25]=[CH:26][C:21]=2[N:20]=[C:19]1[C:27]1[CH:32]=[CH:31][C:30](B(O)O)=[CH:29][CH:28]=1.COCCOC.C(O)C, predict the reaction product. The product is: [S:18]1[C:22]2[CH:23]=[CH:24][CH:25]=[CH:26][C:21]=2[N:20]=[C:19]1[C:27]1[CH:32]=[CH:31][C:30]([C:2]2[CH:15]=[CH:14][C:13]3[C:12](=[O:16])[C:11]4[C:6](=[CH:7][CH:8]=[CH:9][CH:10]=4)[C:5](=[O:17])[C:4]=3[CH:3]=2)=[CH:29][CH:28]=1. (2) The product is: [ClH:1].[ClH:1].[C:34]([N:30]1[CH2:29][CH2:28][C:27]2[C:32](=[CH:33][C:24]([O:23][CH2:22][C:8]3([C:6]([OH:7])=[O:5])[CH2:9][CH2:10][N:11]([C:14]4[CH:15]=[C:16]([CH3:21])[N:17]=[C:18]([CH3:20])[CH:19]=4)[CH2:12][CH2:13]3)=[CH:25][CH:26]=2)[CH2:31]1)(=[NH:35])[NH2:36]. Given the reactants [ClH:1].Cl.C([O:5][C:6]([C:8]1([CH2:22][O:23][C:24]2[CH:33]=[C:32]3[C:27]([CH2:28][CH2:29][N:30]([C:34](=[NH:36])[NH2:35])[CH2:31]3)=[CH:26][CH:25]=2)[CH2:13][CH2:12][N:11]([C:14]2[CH:19]=[C:18]([CH3:20])[N:17]=[C:16]([CH3:21])[CH:15]=2)[CH2:10][CH2:9]1)=[O:7])C.Cl, predict the reaction product. (3) The product is: [Cl:7][C:8]1[CH:9]=[CH:10][C:11]([C:27]2[C:28]([CH3:31])=[N:29][O:30][C:26]=2[CH2:25][OH:24])=[C:12]([CH:17]=1)[C:13]([O:15][CH3:16])=[O:14]. Given the reactants C([O-])([O-])=O.[K+].[K+].[Cl:7][C:8]1[CH:9]=[CH:10][C:11](I)=[C:12]([CH:17]=1)[C:13]([O:15][CH3:16])=[O:14].N#N.C([O:24][CH2:25][C:26]1[O:30][N:29]=[C:28]([CH3:31])[C:27]=1B1OC(C)(C)C(C)(C)O1)(=O)C.C[O-].[Na+], predict the reaction product. (4) Given the reactants [CH:1]1[CH:6]=[C:5]2[C:7]([C:9](O)([OH:12])[C:10](=[O:11])[C:4]2=[CH:3][CH:2]=1)=[O:8].[C:14]([C:19]1[CH:24]=[CH:23][C:22]([OH:25])=[CH:21][CH:20]=1)([CH2:17][CH3:18])([CH3:16])[CH3:15], predict the reaction product. The product is: [OH:11][C:10]12[C:4]3[C:5](=[CH:6][CH:1]=[CH:2][CH:3]=3)[C:7](=[O:8])[C:9]1([OH:12])[C:23]1[CH:24]=[C:19]([C:14]([CH2:17][CH3:18])([CH3:15])[CH3:16])[CH:20]=[CH:21][C:22]=1[O:25]2. (5) Given the reactants [F:1][C:2]([F:14])([F:13])[C:3]([F:12])([F:11])[C:4]([F:10])([F:9])[C:5]([F:8])([F:7])I.[F:15][C:16]1[CH:22]=[C:21](I)[CH:20]=[CH:19][C:17]=1[NH2:18], predict the reaction product. The product is: [F:15][C:16]1[CH:22]=[C:21]([C:5]([F:8])([F:7])[C:4]([F:10])([F:9])[C:3]([F:12])([F:11])[C:2]([F:14])([F:13])[F:1])[CH:20]=[CH:19][C:17]=1[NH2:18].